Dataset: Forward reaction prediction with 1.9M reactions from USPTO patents (1976-2016). Task: Predict the product of the given reaction. (1) Given the reactants [CH3:1][N:2]1[C:7]2=[N:8][C:9]([NH:12][C:13]3[CH:18]=[CH:17][C:16]([N:19]4[CH:23]=[CH:22][CH:21]=[N:20]4)=[CH:15][CH:14]=3)=[N:10][CH:11]=[C:6]2[CH2:5][NH:4][C:3]1=[O:24].FC(F)(F)C(O)=O.CC(C)([O-])C.[K+], predict the reaction product. The product is: [CH3:1][N:2]1[C:7]2=[N:8][C:9]([NH:12][C:13]3[CH:14]=[CH:15][C:16]([N:19]4[CH:23]=[CH:22][CH:21]=[N:20]4)=[CH:17][CH:18]=3)=[N:10][CH:11]=[C:6]2[CH:5]=[N:4][C:3]1=[O:24]. (2) Given the reactants [CH3:1][NH:2][CH2:3][CH2:4][C:5]#[C:6][C:7]1[CH:12]=[CH:11][CH:10]=[CH:9][N:8]=1.[Cl:13][C:14]1[CH:19]=[CH:18][CH:17]=[CH:16][C:15]=1[S:20](Cl)(=[O:22])=[O:21], predict the reaction product. The product is: [Cl:13][C:14]1[CH:19]=[CH:18][CH:17]=[CH:16][C:15]=1[S:20]([N:2]([CH3:1])[CH2:3][CH2:4][C:5]#[C:6][C:7]1[CH:12]=[CH:11][CH:10]=[CH:9][N:8]=1)(=[O:22])=[O:21]. (3) Given the reactants [C:1]([Mg]Cl)([CH3:4])([CH3:3])[CH3:2].[Br:7][C:8]1[CH:9]=[C:10]([CH:13]=[CH:14][CH:15]=1)[CH:11]=[O:12].C(=O)([O-])[O-].[Na+].[Na+], predict the reaction product. The product is: [Br:7][C:8]1[CH:9]=[C:10]([CH:11]([OH:12])[C:1]([CH3:4])([CH3:3])[CH3:2])[CH:13]=[CH:14][CH:15]=1. (4) Given the reactants [CH2:1]([N:8]1[C:20]2[CH:19]=[N:18][C:17]([C:21](OCC)=[O:22])=[CH:16][C:15]=2[C:14]2[C:9]1=[CH:10][CH:11]=[CH:12][CH:13]=2)[C:2]1[CH:7]=[CH:6][CH:5]=[CH:4][CH:3]=1.[H-].[H-].[H-].[H-].[Li+].[Al+3].[OH-].[Na+], predict the reaction product. The product is: [CH2:1]([N:8]1[C:20]2[CH:19]=[N:18][C:17]([CH2:21][OH:22])=[CH:16][C:15]=2[C:14]2[C:9]1=[CH:10][CH:11]=[CH:12][CH:13]=2)[C:2]1[CH:7]=[CH:6][CH:5]=[CH:4][CH:3]=1. (5) Given the reactants [H-].[Na+].[O:3]1[C:7]2([CH2:12][CH2:11][CH:10]([CH2:13][OH:14])[CH2:9][CH2:8]2)[O:6][CH2:5][CH2:4]1.Br[CH2:16][C:17]#[C:18][CH3:19], predict the reaction product. The product is: [CH2:16]([O:14][CH2:13][CH:10]1[CH2:11][CH2:12][C:7]2([O:6][CH2:5][CH2:4][O:3]2)[CH2:8][CH2:9]1)[C:17]#[C:18][CH3:19]. (6) Given the reactants [CH3:1][O:2][C:3]1[CH:8]=[CH:7][N:6]=[C:5]([NH2:9])[CH:4]=1.Cl[CH2:11][CH:12]=O.C(=O)([O-])O.[Na+], predict the reaction product. The product is: [CH3:1][O:2][C:3]1[CH:8]=[CH:7][N:6]2[CH:11]=[CH:12][N:9]=[C:5]2[CH:4]=1. (7) Given the reactants [CH2:1]([O:8][C:9](=[O:34])[NH:10][CH2:11][CH:12]1[CH2:17][CH2:16][CH2:15][CH:14]([NH:18][C:19]([C:21]2[C:22]([C:27]3[CH:28]=[N:29][CH:30]=[CH:31][C:32]=3Cl)=[N:23][O:24][C:25]=2[CH3:26])=[O:20])[CH2:13]1)[C:2]1[CH:7]=[CH:6][CH:5]=[CH:4][CH:3]=1.C[Si]([N-][Si](C)(C)C)(C)C.[K+], predict the reaction product. The product is: [CH2:1]([O:8][C:9](=[O:34])[NH:10][CH2:11][CH:12]1[CH2:17][CH2:16][CH2:15][CH:14]([N:18]2[C:32]3[C:27](=[CH:28][N:29]=[CH:30][CH:31]=3)[C:22]3=[N:23][O:24][C:25]([CH3:26])=[C:21]3[C:19]2=[O:20])[CH2:13]1)[C:2]1[CH:7]=[CH:6][CH:5]=[CH:4][CH:3]=1. (8) Given the reactants C[Si](OP(=O)=O)(C)C.[NH2:9][C:10]1[C:15]([OH:16])=[CH:14][CH:13]=[CH:12][N:11]=1.[CH3:17][O:18][C:19]1[CH:20]=[C:21]([CH:25]=[CH:26][C:27]=1[C:28]1[CH:33]=[CH:32][CH:31]=[CH:30][N:29]=1)[C:22](O)=O, predict the reaction product. The product is: [CH3:17][O:18][C:19]1[CH:20]=[C:21]([C:22]2[O:16][C:15]3[C:10]([N:9]=2)=[N:11][CH:12]=[CH:13][CH:14]=3)[CH:25]=[CH:26][C:27]=1[C:28]1[CH:33]=[CH:32][CH:31]=[CH:30][N:29]=1. (9) Given the reactants [C:1]12([C:12]3[C:7](=[CH:8][CH:9]=[C:10]([OH:13])[CH:11]=3)[CH2:6][O:5]1)[CH2:4][CH2:3][CH2:2]2.C(#N)C.Cl[C:18]1[N:23]=[CH:22][C:21]([N+:24]([O-])=O)=[CH:20][N:19]=1.Cl, predict the reaction product. The product is: [C:1]12([C:12]3[CH:11]=[C:10]([O:13][C:18]4[N:23]=[CH:22][C:21]([NH2:24])=[CH:20][N:19]=4)[CH:9]=[CH:8][C:7]=3[CH2:6][O:5]1)[CH2:4][CH2:3][CH2:2]2.